Dataset: Forward reaction prediction with 1.9M reactions from USPTO patents (1976-2016). Task: Predict the product of the given reaction. (1) Given the reactants C[O:2][C:3](=[O:51])[CH2:4][C@@H:5]1[C@H:7]([C:8]([O:10][C@H:11]2[CH2:28][CH2:27][C@@:26]3([CH3:29])[C@@H:13]([CH2:14][CH2:15][C@:16]4([CH3:46])[C@@H:25]3[CH2:24][CH2:23][C@@:22]3(C)[C@@:17]4([CH3:45])[CH2:18][CH2:19][C@@:20]4([C:37]([N:39]5[CH2:44][CH2:43][CH2:42][CH2:41][CH2:40]5)=[O:38])[CH2:33][CH2:32][C@@H:31]([C:34]([CH3:36])=[CH2:35])[C@@H:21]43)[C:12]2([CH3:48])[CH3:47])=[O:9])[C:6]1([CH3:50])[CH3:49].O.[OH-].[Li+], predict the reaction product. The product is: [CH3:49][C:6]1([CH3:50])[C@@H:7]([C:8]([O:10][C@H:11]2[CH2:28][CH2:27][C@@:26]3([CH3:29])[C@@H:13]([CH2:14][CH2:15][C@:16]4([CH3:46])[C@@H:25]3[CH2:24][CH2:23][C@H:22]3[C@@:17]4([CH3:45])[CH2:18][CH2:19][C@@:20]4([C:37]([N:39]5[CH2:44][CH2:43][CH2:42][CH2:41][CH2:40]5)=[O:38])[CH2:33][CH2:32][C@@H:31]([C:34]([CH3:36])=[CH2:35])[C@@H:21]43)[C:12]2([CH3:48])[CH3:47])=[O:9])[C@H:5]1[CH2:4][C:3]([OH:51])=[O:2]. (2) Given the reactants [Br:1][CH2:2][CH2:3][N:4]1[C:13]2[C:8](=[CH:9][CH:10]=[CH:11][CH:12]=2)[C:7]([CH3:15])([CH3:14])[CH2:6][CH2:5]1.[C:16](Cl)(=[O:23])[C:17]1[CH:22]=[CH:21][CH:20]=[CH:19][CH:18]=1, predict the reaction product. The product is: [Br:1][CH2:2][CH2:3][N:4]1[C:13]2[C:8](=[CH:9][C:10]([C:16](=[O:23])[C:17]3[CH:22]=[CH:21][CH:20]=[CH:19][CH:18]=3)=[CH:11][CH:12]=2)[C:7]([CH3:15])([CH3:14])[CH2:6][CH2:5]1. (3) Given the reactants [O:1]1[CH2:5][CH2:4][NH:3][C:2]1=[O:6].[C:7](Cl)(=[O:12])[CH2:8][CH2:9][CH:10]=[CH2:11], predict the reaction product. The product is: [C:7]([N:3]1[CH2:4][CH2:5][O:1][C:2]1=[O:6])(=[O:12])[CH2:8][CH2:9][CH:10]=[CH2:11]. (4) The product is: [CH3:1][O:2][C:3]([C:5]1[C:14]2[O:13][CH:12]=[C:11]([C:22]3[CH:23]=[N:24][CH:25]=[C:17]([F:16])[C:18]=3[C@@H:19]([OH:20])[CH3:27])[O:10][C:9]=2[CH:8]=[CH:7][CH:6]=1)=[O:4]. Given the reactants [CH3:1][O:2][C:3]([C:5]1[C:14]2[O:13][CH:12]=[C:11](Br)[O:10][C:9]=2[CH:8]=[CH:7][CH:6]=1)=[O:4].[F:16][C:17]1[CH:25]=[N:24][CH:23]=[C:22]2[C:18]=1[C@H:19]([CH3:27])[O:20]B2O.C([O-])([O-])=O.[Na+].[Na+], predict the reaction product. (5) Given the reactants [Cl:1][C:2]1[CH:7]=[CH:6][C:5]([N+:8]([O-])=O)=[CH:4][C:3]=1[O:11][CH2:12][CH2:13][O:14][CH3:15].C(O[CH:19]=[C:20]([C:26]([O:28][CH2:29][CH3:30])=[O:27])[C:21]([O:23][CH2:24][CH3:25])=[O:22])C.[O-]S([O-])(=O)=O.[Na+].[Na+], predict the reaction product. The product is: [Cl:1][C:2]1[CH:7]=[CH:6][C:5]([NH:8][CH:19]=[C:20]([C:21]([O:23][CH2:24][CH3:25])=[O:22])[C:26]([O:28][CH2:29][CH3:30])=[O:27])=[CH:4][C:3]=1[O:11][CH2:12][CH2:13][O:14][CH3:15]. (6) Given the reactants FC(F)(F)C([N:5]([CH2:44][CH2:45][S:46]([CH3:49])(=[O:48])=[O:47])[CH2:6][C:7]1[CH:12]=[CH:11][CH:10]=[C:9]([NH:13][C:14]2[N:19]=[C:18]([C:20]3[C:21]([C:29]4[CH:34]=[CH:33][CH:32]=[C:31]([NH:35][C:36](=[O:43])[CH2:37][C:38]5[S:39][CH:40]=[CH:41][CH:42]=5)[CH:30]=4)=[N:22][N:23]4[CH:28]=[CH:27][CH:26]=[CH:25][C:24]=34)[CH:17]=[CH:16][N:15]=2)[CH:8]=1)=O.O[Li].O, predict the reaction product. The product is: [CH3:49][S:46]([CH2:45][CH2:44][NH:5][CH2:6][C:7]1[CH:8]=[C:9]([NH:13][C:14]2[N:19]=[C:18]([C:20]3[C:21]([C:29]4[CH:30]=[C:31]([NH:35][C:36](=[O:43])[CH2:37][C:38]5[S:39][CH:40]=[CH:41][CH:42]=5)[CH:32]=[CH:33][CH:34]=4)=[N:22][N:23]4[CH:28]=[CH:27][CH:26]=[CH:25][C:24]=34)[CH:17]=[CH:16][N:15]=2)[CH:10]=[CH:11][CH:12]=1)(=[O:47])=[O:48]. (7) Given the reactants [C:1]1([C@H:7]([NH:10][C:11]([C:13]2[C:14]3[CH:15]=[CH:16][NH:17][C:18]=3[CH:19]=[CH:20][CH:21]=2)=[O:12])[CH2:8][CH3:9])[CH:6]=[CH:5][CH:4]=[CH:3][CH:2]=1.[NH2:22][C:23]1[N:28]=[C:27](Cl)[CH:26]=[CH:25][N:24]=1.C(NC1C=C(C=CC=1)CNC(C1C2C=CN(C3C=CN=C(N)N=3)C=2C=CC=1)=O)(=O)C, predict the reaction product. The product is: [NH2:22][C:23]1[N:28]=[C:27]([N:17]2[C:18]3[CH:19]=[CH:20][CH:21]=[C:13]([C:11]([NH:10][C@@H:7]([C:1]4[CH:2]=[CH:3][CH:4]=[CH:5][CH:6]=4)[CH2:8][CH3:9])=[O:12])[C:14]=3[CH:15]=[CH:16]2)[CH:26]=[CH:25][N:24]=1. (8) Given the reactants Br[C:2]1[CH:3]=[CH:4][C:5](O)=[C:6]([C:8]2[CH:17]=[CH:16][C:15]3[C:10](=[CH:11][CH:12]=[C:13]([C:18]4[N:22]([CH:23]5[CH2:28][CH2:27][CH2:26][CH2:25][CH2:24]5)[C:21]5[CH:29]=[CH:30][C:31]([C:33]([OH:35])=[O:34])=[CH:32][C:20]=5[N:19]=4)[CH:14]=3)[N:9]=2)[CH:7]=1.[O:37](C1C=CC(C(=O)C)=CC=1)[C:38]1[CH:43]=[CH:42][CH:41]=[CH:40][CH:39]=1.[OH-].[K+], predict the reaction product. The product is: [CH:23]1([N:22]2[C:21]3[CH:29]=[CH:30][C:31]([C:33]([OH:35])=[O:34])=[CH:32][C:20]=3[N:19]=[C:18]2[C:13]2[CH:14]=[C:15]3[C:10](=[CH:11][CH:12]=2)[N:9]=[C:8]([C:6]2[CH:5]=[CH:4][C:3]([O:37][C:38]4[CH:43]=[CH:42][CH:41]=[CH:40][CH:39]=4)=[CH:2][CH:7]=2)[CH:17]=[CH:16]3)[CH2:24][CH2:25][CH2:26][CH2:27][CH2:28]1. (9) The product is: [Cl:1][C:2]1[CH:19]=[CH:18][CH:17]=[CH:16][C:3]=1[CH2:4][N:5]1[C:13]2[C:8](=[CH:9][CH:10]=[CH:11][CH:12]=2)[C:7]([C:25]2[CH:26]=[CH:21][C:22]([OH:28])=[CH:23][CH:24]=2)([C:25]2[CH:24]=[CH:23][C:22]([OH:28])=[CH:21][CH:26]=2)[C:6]1=[O:15]. Given the reactants [Cl:1][C:2]1[CH:19]=[CH:18][CH:17]=[CH:16][C:3]=1[CH2:4][N:5]1[C:13]2[C:8](=[CH:9][CH:10]=[CH:11][CH:12]=2)[C:7](=O)[C:6]1=[O:15].C[C:21]1[CH:26]=[CH:25][CH:24]=[C:23](C)[C:22]=1[OH:28], predict the reaction product.